This data is from Full USPTO retrosynthesis dataset with 1.9M reactions from patents (1976-2016). The task is: Predict the reactants needed to synthesize the given product. (1) The reactants are: [NH2:1][C:2]1[CH:7]=[CH:6][C:5]([S:8][CH2:9][C:10]2[CH:15]=[CH:14][CH:13]=[CH:12][CH:11]=2)=[CH:4][C:3]=1/[CH:16]=[CH:17]/[C:18]([O:20][CH2:21][CH3:22])=[O:19].[CH:23]12[O:29][CH:24]1[CH2:25][CH2:26][CH2:27][CH2:28]2. Given the product [CH2:9]([S:8][C:5]1[CH:6]=[CH:7][C:2]([NH:1][CH:23]2[CH2:28][CH2:27][CH2:26][CH2:25][CH:24]2[OH:29])=[C:3](/[CH:16]=[CH:17]/[C:18]([O:20][CH2:21][CH3:22])=[O:19])[CH:4]=1)[C:10]1[CH:15]=[CH:14][CH:13]=[CH:12][CH:11]=1, predict the reactants needed to synthesize it. (2) Given the product [CH:15]1([C:9]2[CH:10]=[C:11]([O:14][CH2:19][CH2:20][N:21]3[CH2:25][CH2:24][CH2:23][CH2:22]3)[CH:12]=[CH:13][C:8]=2[C:6]2[N:7]=[C:2]([NH2:1])[CH:3]=[CH:4][CH:5]=2)[CH2:17][CH2:16]1, predict the reactants needed to synthesize it. The reactants are: [NH2:1][C:2]1[N:7]=[C:6]([C:8]2[CH:13]=[CH:12][C:11]([OH:14])=[CH:10][C:9]=2[CH:15]2[CH2:17][CH2:16]2)[CH:5]=[CH:4][CH:3]=1.Cl[CH2:19][CH2:20][N:21]1[CH2:25][CH2:24][CH2:23][CH2:22]1.C([O-])([O-])=O.[Cs+].[Cs+]. (3) Given the product [C:17]([O:1][C@@H:2]([C@@H:7]([Br:15])[C:8]1[CH:13]=[CH:12][CH:11]=[CH:10][CH:9]=1)[C:3]([O:5][CH3:6])=[O:4])(=[O:19])[CH3:16], predict the reactants needed to synthesize it. The reactants are: [OH:1][C@@H:2]([C@H:7](O)[C:8]1[CH:13]=[CH:12][CH:11]=[CH:10][CH:9]=1)[C:3]([O:5][CH3:6])=[O:4].[BrH:15].[CH3:16][C:17]([OH:19])=O. (4) Given the product [NH2:1][C:2](=[N:33][O:34][C:42]([O:44][CH2:45][CH:46]([CH2:51][CH3:52])[CH2:47][CH2:48][CH2:49][CH3:50])=[O:43])[C:3]1[CH:4]=[C:5]2[C:22](=[CH:23][CH:24]=1)[O:21][C:8]1([CH2:13][CH2:12][N:11]([C:14]([O:16][C:17]([CH3:20])([CH3:19])[CH3:18])=[O:15])[CH2:10][CH2:9]1)[CH2:7][CH:6]2[O:25][Si:26]([C:29]([CH3:32])([CH3:31])[CH3:30])([CH3:28])[CH3:27], predict the reactants needed to synthesize it. The reactants are: [NH2:1][C:2](=[N:33][OH:34])[C:3]1[CH:4]=[C:5]2[C:22](=[CH:23][CH:24]=1)[O:21][C:8]1([CH2:13][CH2:12][N:11]([C:14]([O:16][C:17]([CH3:20])([CH3:19])[CH3:18])=[O:15])[CH2:10][CH2:9]1)[CH2:7][CH:6]2[O:25][Si:26]([C:29]([CH3:32])([CH3:31])[CH3:30])([CH3:28])[CH3:27].N1C=CC=CC=1.Cl[C:42]([O:44][CH2:45][CH:46]([CH2:51][CH3:52])[CH2:47][CH2:48][CH2:49][CH3:50])=[O:43]. (5) Given the product [C:1]([CH:5]1[CH2:10][CH2:9][CH:8]([C:11]2[N:22]3[C:17]([C:18](=[O:32])[NH:19][C:20]([C:23]4[CH:28]=[CH:27][CH:26]=[C:25]([N+:29]([O-:31])=[O:30])[CH:24]=4)=[N:21]3)=[C:14]([CH2:15][CH3:16])[N:13]=2)[CH2:7][CH2:6]1)([CH3:4])([CH3:3])[CH3:2], predict the reactants needed to synthesize it. The reactants are: [C:1]([C@@H:5]1[CH2:10][CH2:9][C@H:8]([C:11]([NH:13][CH:14]([C:17]2[C:18](=[O:32])[NH:19][C:20]([C:23]3[CH:28]=[CH:27][CH:26]=[C:25]([N+:29]([O-:31])=[O:30])[CH:24]=3)=[N:21][N:22]=2)[CH2:15][CH3:16])=O)[CH2:7][CH2:6]1)([CH3:4])([CH3:3])[CH3:2].P(Cl)(Cl)(Cl)=O. (6) Given the product [F:1][C:2]1[CH:12]=[CH:11][CH:10]=[C:4]2[C:3]=1[C:8](=[O:9])[N:19]([CH2:18][C:17]1[CH:20]=[CH:21][C:14]([F:13])=[CH:15][CH:16]=1)[C:5]2=[O:7], predict the reactants needed to synthesize it. The reactants are: [F:1][C:2]1[CH:12]=[CH:11][CH:10]=[C:4]2[C:5]([O:7][C:8](=[O:9])[C:3]=12)=O.[F:13][C:14]1[CH:21]=[CH:20][C:17]([CH2:18][NH2:19])=[CH:16][CH:15]=1.C(O)(=O)C.O. (7) Given the product [NH2:34][C:7]([CH:21]1[CH2:22][CH2:23][CH:24]([C:27]2[CH:32]=[CH:31][C:30]([Cl:33])=[CH:29][CH:28]=2)[CH2:25][CH2:26]1)([CH2:8][CH2:9][CH2:10][CH2:11][B:12]([OH:13])[OH:16])[C:6]([OH:38])=[O:39], predict the reactants needed to synthesize it. The reactants are: C(N[C:6](=[O:38])[C:7]([NH:34]C(=O)C)([CH:21]1[CH2:26][CH2:25][CH:24]([C:27]2[CH:32]=[CH:31][C:30]([Cl:33])=[CH:29][CH:28]=2)[CH2:23][CH2:22]1)[CH2:8][CH2:9][CH2:10][CH2:11][B:12]1[O:16]C(C)(C)C(C)(C)[O:13]1)(C)(C)C.[OH2:39].